The task is: Predict which catalyst facilitates the given reaction.. This data is from Catalyst prediction with 721,799 reactions and 888 catalyst types from USPTO. (1) Reactant: [CH2:1]([S:8][C:9]1[C:10]([C:17](OC)=[O:18])=[CH:11][S:12][C:13]=1[N+:14]([O-:16])=[O:15])[C:2]1[CH:7]=[CH:6][CH:5]=[CH:4][CH:3]=1.[H-].C([Al+]CC(C)C)C(C)C. Product: [CH2:1]([S:8][C:9]1[C:10]([CH2:17][OH:18])=[CH:11][S:12][C:13]=1[N+:14]([O-:16])=[O:15])[C:2]1[CH:7]=[CH:6][CH:5]=[CH:4][CH:3]=1. The catalyst class is: 4. (2) Reactant: [S:1]=[C:2]1[NH:7][C:6]2[NH:8][C:9](=[O:11])[CH2:10][C:5]=2[C:4](=[O:12])[N:3]1[C:13]1[CH:18]=[CH:17][C:16]([O:19][CH2:20][C:21]([F:24])([F:23])[F:22])=[CH:15][CH:14]=1.[C:25](=O)([O-])O.[Na+].CI. Product: [CH3:25][S:1][C:2]1[N:3]([C:13]2[CH:14]=[CH:15][C:16]([O:19][CH2:20][C:21]([F:24])([F:23])[F:22])=[CH:17][CH:18]=2)[C:4](=[O:12])[C:5]2[CH2:10][C:9](=[O:11])[NH:8][C:6]=2[N:7]=1. The catalyst class is: 115. (3) Reactant: [C:1]([C:3]1[CH:4]=[N:5][CH:6]=[C:7]([N+:9]([O-])=O)[CH:8]=1)#[CH:2].[NH:12]1[CH2:16][CH2:15][CH2:14][CH2:13]1. Product: [N:12]1([CH2:2][CH2:1][C:3]2[CH:8]=[C:7]([NH2:9])[CH:6]=[N:5][CH:4]=2)[CH2:16][CH2:15][CH2:14][CH2:13]1. The catalyst class is: 261. (4) Reactant: [CH3:1][O:2][C:3]1[CH:8]=[CH:7][C:6]([CH2:9][N:10]2[C:14]3=[N:15][CH:16]=[N:17][C:18]4[N:22](CC5C=CC(OC)=CC=5)[CH:21]=[N:20][C:19]=4[C:13]3=[N:12][C:11]2=[O:32])=[CH:5][CH:4]=1.[CH3:33][O:34][C:35]1[CH:40]=[CH:39][CH:38]=[C:37]([O:41][CH3:42])[C:36]=1[O:43][CH3:44]. Product: [CH3:33][O:34][C:35]1[C:36]([O:43][CH3:44])=[C:37]([O:41][CH3:42])[CH:38]=[CH:39][C:40]=1[C:13]12[NH:12][C:11](=[O:32])[N:10]([CH2:9][C:6]3[CH:7]=[CH:8][C:3]([O:2][CH3:1])=[CH:4][CH:5]=3)[C:14]1=[N:15][CH:16]=[N:17][C:18]1[NH:22][CH:21]=[N:20][C:19]=12. The catalyst class is: 67. (5) Reactant: [Cl:1][C:2]1[CH:3]=[C:4]2[C:9](=[C:10]([Cl:12])[CH:11]=1)[CH2:8][N:7]([CH3:13])[CH2:6][CH:5]2[C:14]1[CH:19]=[CH:18][C:17]([NH2:20])=[CH:16][CH:15]=1.[CH2:21]([N:23]=[C:24]=[O:25])[CH3:22]. Product: [ClH:1].[Cl:1][C:2]1[CH:3]=[C:4]2[C:9](=[C:10]([Cl:12])[CH:11]=1)[CH2:8][N:7]([CH3:13])[CH2:6][CH:5]2[C:14]1[CH:19]=[CH:18][C:17]([NH:20][C:24]([NH:23][CH2:21][CH3:22])=[O:25])=[CH:16][CH:15]=1. The catalyst class is: 11. (6) Reactant: [CH3:1][C:2]1[CH:7]=[C:6]([CH3:8])[NH:5][C:4](=[O:9])[C:3]=1[CH2:10][NH:11][C:12]([C:14]1[C:15]2[CH:34]=[N:33][N:32]([CH:35]([CH3:37])[CH3:36])[C:16]=2[N:17]=[C:18]([C:20]2[CH2:21][CH2:22][N:23]([CH:26]3[CH2:31][CH2:30][NH:29][CH2:28][CH2:27]3)[CH2:24][CH:25]=2)[CH:19]=1)=[O:13].[CH:38]([S:40]([CH3:43])(=[O:42])=[O:41])=[CH2:39]. Product: [CH3:1][C:2]1[CH:7]=[C:6]([CH3:8])[NH:5][C:4](=[O:9])[C:3]=1[CH2:10][NH:11][C:12]([C:14]1[C:15]2[CH:34]=[N:33][N:32]([CH:35]([CH3:37])[CH3:36])[C:16]=2[N:17]=[C:18]([C:20]2[CH2:21][CH2:22][N:23]([CH:26]3[CH2:27][CH2:28][N:29]([CH2:39][CH2:38][S:40]([CH3:43])(=[O:42])=[O:41])[CH2:30][CH2:31]3)[CH2:24][CH:25]=2)[CH:19]=1)=[O:13]. The catalyst class is: 5. (7) Reactant: [Br:1][C:2]1[N:7]=[CH:6][C:5]([NH2:8])=[C:4]([NH2:9])[CH:3]=1.[NH:10]1[CH:14]=[C:13]([C:15](O)=O)[CH:12]=[N:11]1.[OH-].[Na+]. Product: [Br:1][C:2]1[N:7]=[CH:6][C:5]2[NH:8][C:15]([C:13]3[CH:14]=[N:10][NH:11][CH:12]=3)=[N:9][C:4]=2[CH:3]=1. The catalyst class is: 6.